From a dataset of Full USPTO retrosynthesis dataset with 1.9M reactions from patents (1976-2016). Predict the reactants needed to synthesize the given product. (1) Given the product [CH3:31][C:27]1[CH:28]=[CH:29][CH:30]=[C:2]([CH3:1])[C:3]=1[CH2:4][NH:5][C:6]1[CH:7]=[C:8]2[C:13](=[CH:14][CH:15]=1)[N:12]=[C:11]([N:16]1[CH:20]=[C:19]([C:21]([OH:23])=[O:22])[CH:18]=[N:17]1)[N:10]=[C:9]2[N:34]([CH2:32][CH3:33])[CH3:35], predict the reactants needed to synthesize it. The reactants are: [CH3:1][C:2]1[CH:30]=[CH:29][CH:28]=[C:27]([CH3:31])[C:3]=1[CH2:4][NH:5][C:6]1[CH:7]=[C:8]2[C:13](=[CH:14][CH:15]=1)[N:12]=[C:11]([N:16]1[CH:20]=[C:19]([C:21]([O:23]CC)=[O:22])[CH:18]=[N:17]1)[NH:10][C:9]2=O.[CH2:32]([NH:34][CH3:35])[CH3:33]. (2) Given the product [O:25]([CH2:24][C:9]1[NH:8][C:12]2[N:13]=[C:14]([C:18]3[CH:19]=[CH:20][CH:21]=[CH:22][CH:23]=3)[N:15]=[C:16]([NH:38][CH2:37][CH2:36][NH:35][C:32](=[O:34])[CH3:33])[C:11]=2[CH:10]=1)[C:26]1[CH:31]=[CH:30][CH:29]=[CH:28][CH:27]=1, predict the reactants needed to synthesize it. The reactants are: C(OC([N:8]1[C:12]2[N:13]=[C:14]([C:18]3[CH:23]=[CH:22][CH:21]=[CH:20][CH:19]=3)[N:15]=[C:16](Cl)[C:11]=2[CH:10]=[C:9]1[CH2:24][O:25][C:26]1[CH:31]=[CH:30][CH:29]=[CH:28][CH:27]=1)=O)(C)(C)C.[C:32]([NH:35][CH2:36][CH2:37][NH2:38])(=[O:34])[CH3:33].